This data is from Reaction yield outcomes from USPTO patents with 853,638 reactions. The task is: Predict the reaction yield, written as a fraction of the theoretical maximum amount of product (1.0 means a 100% yield; for example, 0.34 means a 34% yield). The reactants are [Cl:1][C:2]1[CH:7]=[CH:6][C:5]([C:8]2[N:9]=[C:10]3[CH:15]=[C:14]([CH3:16])[CH:13]=[CH:12][N:11]3[C:17]=2[CH2:18][C:19](O)=[O:20])=[CH:4][CH:3]=1.[N:22]1[CH:27]=[CH:26][CH:25]=[C:24]([CH2:28][NH:29][CH2:30][CH3:31])[CH:23]=1. No catalyst specified. The product is [ClH:1].[CH2:30]([N:29]([CH2:28][C:24]1[CH:23]=[N:22][CH:27]=[CH:26][CH:25]=1)[C:19](=[O:20])[CH2:18][C:17]1[N:11]2[CH:12]=[CH:13][C:14]([CH3:16])=[CH:15][C:10]2=[N:9][C:8]=1[C:5]1[CH:4]=[CH:3][C:2]([Cl:1])=[CH:7][CH:6]=1)[CH3:31]. The yield is 0.695.